From a dataset of Full USPTO retrosynthesis dataset with 1.9M reactions from patents (1976-2016). Predict the reactants needed to synthesize the given product. (1) Given the product [CH2:1]([O:3][CH2:4][CH2:5][N:6]1[CH:10]=[CH:9][CH:8]=[C:7]1[CH:11]([C:17]1[CH:22]=[CH:21][C:20]([N:23]([CH3:33])[S:24]([C:27]2[CH:28]=[CH:29][CH:30]=[CH:31][CH:32]=2)(=[O:25])=[O:26])=[CH:19][CH:18]=1)[C:12]([F:13])([F:14])[F:15])[CH3:2], predict the reactants needed to synthesize it. The reactants are: [CH2:1]([O:3][CH2:4][CH2:5][N:6]1[CH:10]=[CH:9][CH:8]=[C:7]1[C:11]([C:17]1[CH:22]=[CH:21][C:20]([N:23]([CH3:33])[S:24]([C:27]2[CH:32]=[CH:31][CH:30]=[CH:29][CH:28]=2)(=[O:26])=[O:25])=[CH:19][CH:18]=1)(O)[C:12]([F:15])([F:14])[F:13])[CH3:2].C([SiH](CC)CC)C.B(F)(F)F.CCOCC. (2) The reactants are: [Cl:1][C:2]1[C:7]([N:8]([CH3:41])[C:9]2[CH:17]=[C:16]3[C:12]([C:13]([CH2:31][N:32](C)[C:33](=O)OC(C)(C)C)=[CH:14][N:15]3[S:18]([C:21]3[CH:26]=[CH:25][CH:24]=[C:23]([C:27]([F:30])([F:29])[F:28])[CH:22]=3)(=[O:20])=[O:19])=[CH:11][CH:10]=2)=[CH:6][CH:5]=[C:4]([O:42][CH3:43])[N:3]=1. Given the product [ClH:1].[Cl:1][C:2]1[C:7]([N:8]([CH3:41])[C:9]2[CH:17]=[C:16]3[C:12]([C:13]([CH2:31][NH:32][CH3:33])=[CH:14][N:15]3[S:18]([C:21]3[CH:26]=[CH:25][CH:24]=[C:23]([C:27]([F:29])([F:30])[F:28])[CH:22]=3)(=[O:19])=[O:20])=[CH:11][CH:10]=2)=[CH:6][CH:5]=[C:4]([O:42][CH3:43])[N:3]=1, predict the reactants needed to synthesize it. (3) Given the product [Cl:24][C:21]1[CH:20]=[CH:19][C:18]([C:12]2[C:11]3[CH2:10][CH2:9][NH:8][CH2:17][CH2:16][C:15]=3[N:14]([CH2:31][C:30]3[CH:33]=[CH:34][C:27]([O:26][CH3:25])=[CH:28][CH:29]=3)[N:13]=2)=[CH:23][CH:22]=1, predict the reactants needed to synthesize it. The reactants are: C(OC([N:8]1[CH2:17][CH2:16][C:15]2[NH:14][N:13]=[C:12]([C:18]3[CH:23]=[CH:22][C:21]([Cl:24])=[CH:20][CH:19]=3)[C:11]=2[CH2:10][CH2:9]1)=O)(C)(C)C.[CH3:25][O:26][C:27]1[CH:34]=[CH:33][C:30]([CH2:31]Cl)=[CH:29][CH:28]=1.